This data is from Forward reaction prediction with 1.9M reactions from USPTO patents (1976-2016). The task is: Predict the product of the given reaction. (1) Given the reactants [OH:1][C:2]1[CH:7]=[CH:6][C:5]([CH2:8][C:9]([O:11][CH3:12])=[O:10])=[CH:4][CH:3]=1.CC1C=CC(S(O[CH2:24][CH2:25][CH2:26][NH:27][C:28]2[C:29](=[O:45])[N:30]([C:41]([CH3:44])([CH3:43])[CH3:42])[S:31](=[O:40])(=[O:39])[C:32]=2[C:33]2[CH:38]=[CH:37][CH:36]=[CH:35][CH:34]=2)(=O)=O)=CC=1, predict the reaction product. The product is: [C:41]([N:30]1[C:29](=[O:45])[C:28]([NH:27][CH2:26][CH2:25][CH2:24][O:1][C:2]2[CH:3]=[CH:4][C:5]([CH2:8][C:9]([O:11][CH3:12])=[O:10])=[CH:6][CH:7]=2)=[C:32]([C:33]2[CH:34]=[CH:35][CH:36]=[CH:37][CH:38]=2)[S:31]1(=[O:39])=[O:40])([CH3:42])([CH3:43])[CH3:44]. (2) Given the reactants [Cl:1][C:2]1[CH:11]=[CH:10][C:9]2[C:8]([C:12]([OH:14])=O)=[CH:7][CH:6]=[CH:5][C:4]=2[N:3]=1.CN(C(ON1N=NC2C=CC=CC1=2)=[N+](C)C)C.F[P-](F)(F)(F)(F)F.[NH:39]1[CH2:44][CH2:43][O:42][CH2:41][CH2:40]1, predict the reaction product. The product is: [Cl:1][C:2]1[CH:11]=[CH:10][C:9]2[C:4](=[CH:5][CH:6]=[CH:7][C:8]=2[C:12]([N:39]2[CH2:44][CH2:43][O:42][CH2:41][CH2:40]2)=[O:14])[N:3]=1. (3) Given the reactants C(OC(=O)[NH:7][CH2:8][C:9]([N:11]1[CH2:16][CH2:15][CH:14]([NH:17][C:18]2[CH:23]=[CH:22][CH:21]=[CH:20][C:19]=2[Cl:24])[CH2:13][CH2:12]1)=[O:10])(C)(C)C.O1CCOCC1.Cl, predict the reaction product. The product is: [ClH:24].[NH2:7][CH2:8][C:9]([N:11]1[CH2:16][CH2:15][CH:14]([NH:17][C:18]2[CH:23]=[CH:22][CH:21]=[CH:20][C:19]=2[Cl:24])[CH2:13][CH2:12]1)=[O:10].